Dataset: NCI-60 drug combinations with 297,098 pairs across 59 cell lines. Task: Regression. Given two drug SMILES strings and cell line genomic features, predict the synergy score measuring deviation from expected non-interaction effect. Drug 1: CCCS(=O)(=O)NC1=C(C(=C(C=C1)F)C(=O)C2=CNC3=C2C=C(C=N3)C4=CC=C(C=C4)Cl)F. Drug 2: CN(C(=O)NC(C=O)C(C(C(CO)O)O)O)N=O. Cell line: SR. Synergy scores: CSS=16.3, Synergy_ZIP=1.42, Synergy_Bliss=4.85, Synergy_Loewe=3.95, Synergy_HSA=5.13.